From a dataset of Reaction yield outcomes from USPTO patents with 853,638 reactions. Predict the reaction yield, written as a fraction of the theoretical maximum amount of product (1.0 means a 100% yield; for example, 0.34 means a 34% yield). (1) The reactants are [N:1]1([C:7]2[N:12]=[C:11]([N:13]3[CH:18]4[CH2:19][CH2:20][CH:14]3[CH2:15][O:16][CH2:17]4)[N:10]=[C:9]([C:21]3[CH:27]=[CH:26][C:24]([NH2:25])=[CH:23][CH:22]=3)[N:8]=2)[CH2:6][CH2:5][O:4][CH2:3][CH2:2]1.ClC(Cl)(O[C:32](=[O:38])OC(Cl)(Cl)Cl)Cl.[CH2:40]([CH2:42][NH2:43])[OH:41]. No catalyst specified. The product is [OH:41][CH2:40][CH2:42][NH:43][C:32]([NH:25][C:24]1[CH:26]=[CH:27][C:21]([C:9]2[N:8]=[C:7]([N:1]3[CH2:2][CH2:3][O:4][CH2:5][CH2:6]3)[N:12]=[C:11]([N:13]3[CH:14]4[CH2:20][CH2:19][CH:18]3[CH2:17][O:16][CH2:15]4)[N:10]=2)=[CH:22][CH:23]=1)=[O:38]. The yield is 0.530. (2) The reactants are O[C@H]1CN([C:7]([O:9][CH2:10][C:11]2[CH:16]=[CH:15][CH:14]=[CH:13][CH:12]=2)=O)[C@H](C(OC)=O)C1.[H-].[Na+].C(Br)[C:24]1[CH:29]=[CH:28][CH:27]=[CH:26][CH:25]=1. The catalyst is C1COCC1.[I-].C([N+](CCCC)(CCCC)CCCC)CCC.C(OCC)(=O)C. The product is [CH2:10]([O:9][CH2:7][C:24]1[CH:29]=[CH:28][CH:27]=[CH:26][CH:25]=1)[C:11]1[CH:12]=[CH:13][CH:14]=[CH:15][CH:16]=1. The yield is 0.480.